This data is from Full USPTO retrosynthesis dataset with 1.9M reactions from patents (1976-2016). The task is: Predict the reactants needed to synthesize the given product. (1) Given the product [CH3:42][N:41]([CH3:43])[C:39]([C:38]1[CH:44]=[C:34]([NH:33][C:10]([C:8]2[N:7]([CH2:13][CH3:14])[N:6]=[C:5]([C:2]([CH3:1])([CH3:3])[CH3:4])[CH:9]=2)=[O:12])[CH:35]=[CH:36][C:37]=1[F:45])=[O:40], predict the reactants needed to synthesize it. The reactants are: [CH3:1][C:2]([C:5]1[CH:9]=[C:8]([C:10]([OH:12])=O)[N:7]([CH2:13][CH3:14])[N:6]=1)([CH3:4])[CH3:3].CCCP1(OP(CCC)(=O)OP(CCC)(=O)O1)=O.[NH2:33][C:34]1[CH:35]=[CH:36][C:37]([F:45])=[C:38]([CH:44]=1)[C:39]([N:41]([CH3:43])[CH3:42])=[O:40]. (2) Given the product [O:1]=[C:2]1[N:8]([CH:9]2[CH2:10][CH2:11][N:12]([C:15]([O:17][C@H:18]([CH2:19][C:20]3[CH:30]=[C:29]([CH3:31])[C:23]4[NH:24][C:25]([O:27][CH3:28])=[N:26][C:22]=4[CH:21]=3)[C:32](=[O:34])[N:48]3[CH2:47][CH2:46][N:45]([CH:42]4[CH2:43][CH2:44][O:39][CH2:40][CH2:41]4)[CH2:50][CH2:49]3)=[O:16])[CH2:13][CH2:14]2)[CH2:7][CH2:6][C:5]2[CH:35]=[CH:36][CH:37]=[CH:38][C:4]=2[NH:3]1, predict the reactants needed to synthesize it. The reactants are: [O:1]=[C:2]1[N:8]([CH:9]2[CH2:14][CH2:13][N:12]([C:15]([O:17][C@@H:18]([C:32]([OH:34])=O)[CH2:19][C:20]3[CH:30]=[C:29]([CH3:31])[C:23]4[NH:24][C:25]([O:27][CH3:28])=[N:26][C:22]=4[CH:21]=3)=[O:16])[CH2:11][CH2:10]2)[CH2:7][CH2:6][C:5]2[CH:35]=[CH:36][CH:37]=[CH:38][C:4]=2[NH:3]1.[O:39]1[CH2:44][CH2:43][CH:42]([N:45]2[CH2:50][CH2:49][NH:48][CH2:47][CH2:46]2)[CH2:41][CH2:40]1. (3) Given the product [Br:3][C:4]1[C:5](=[O:12])[N:6]([CH3:11])[C:7](=[O:10])[N:8]([CH2:17][CH2:16][CH2:15][C:14]([F:20])([F:19])[F:13])[N:9]=1, predict the reactants needed to synthesize it. The reactants are: [H-].[Na+].[Br:3][C:4]1[C:5](=[O:12])[N:6]([CH3:11])[C:7](=[O:10])[NH:8][N:9]=1.[F:13][C:14]([F:20])([F:19])[CH2:15][CH2:16][CH2:17]I. (4) Given the product [CH2:25]([N:24]([CH3:23])[C:16](=[O:17])[C:15]1[CH:14]=[CH:13][C:12]([N:5]2[C:6]3[CH2:7][CH2:8][CH2:9][CH2:10][C:11]=3[C:3]([C:2]([F:21])([F:1])[F:22])=[N:4]2)=[CH:20][CH:19]=1)[CH2:26][CH2:27][CH3:28], predict the reactants needed to synthesize it. The reactants are: [F:1][C:2]([F:22])([F:21])[C:3]1[C:11]2[CH2:10][CH2:9][CH2:8][CH2:7][C:6]=2[N:5]([C:12]2[CH:20]=[CH:19][C:15]([C:16](O)=[O:17])=[CH:14][CH:13]=2)[N:4]=1.[CH3:23][NH:24][CH2:25][CH2:26][CH2:27][CH3:28].